From a dataset of Catalyst prediction with 721,799 reactions and 888 catalyst types from USPTO. Predict which catalyst facilitates the given reaction. (1) Reactant: C([O:5][C:6](=[O:39])[CH2:7][CH2:8][CH2:9][C:10]1[CH:15]=[CH:14][CH:13]=[CH:12][C:11]=1[N:16]([C:18](=[O:38])[C:19]1[CH:24]=[CH:23][C:22]([Cl:25])=[C:21]([C:26]2[C:35]([C:36]#[N:37])=[CH:34][C:33]3[C:28](=[CH:29][CH:30]=[CH:31][CH:32]=3)[N:27]=2)[CH:20]=1)[CH3:17])(C)(C)C. Product: [Cl:25][C:22]1[CH:23]=[CH:24][C:19]([C:18]([N:16]([CH3:17])[C:11]2[CH:12]=[CH:13][CH:14]=[CH:15][C:10]=2[CH2:9][CH2:8][CH2:7][C:6]([OH:39])=[O:5])=[O:38])=[CH:20][C:21]=1[C:26]1[C:35]([C:36]#[N:37])=[CH:34][C:33]2[C:28](=[CH:29][CH:30]=[CH:31][CH:32]=2)[N:27]=1. The catalyst class is: 157. (2) Reactant: [O:1]1CCCC1.B.[F:7][C:8]1[CH:13]=[CH:12][C:11]([O:14][CH3:15])=[CH:10][C:9]=1[C:16]1[CH:21]=[CH:20][C:19]([O:22][CH2:23][C:24]2[CH:25]=[C:26]([CH:30]([CH:37]=[CH2:38])[CH2:31][C:32]([O:34][CH2:35][CH3:36])=[O:33])[CH:27]=[CH:28][CH:29]=2)=[CH:18][C:17]=1[CH2:39][C:40]([CH3:43])([CH3:42])[CH3:41].C([O-])(=O)C.[Na+].OO.Cl. Product: [F:7][C:8]1[CH:13]=[CH:12][C:11]([O:14][CH3:15])=[CH:10][C:9]=1[C:16]1[CH:21]=[CH:20][C:19]([O:22][CH2:23][C:24]2[CH:25]=[C:26]([CH:30]([CH2:37][CH2:38][OH:1])[CH2:31][C:32]([O:34][CH2:35][CH3:36])=[O:33])[CH:27]=[CH:28][CH:29]=2)=[CH:18][C:17]=1[CH2:39][C:40]([CH3:42])([CH3:41])[CH3:43]. The catalyst class is: 1. (3) Reactant: [Cl:1][C:2]1[CH:3]=[C:4]([C:10]([OH:12])=[O:11])[CH:5]=[N:6][C:7]=1[NH:8][NH2:9].[N:13]([CH:16]1[C:22]2[CH:23]=[CH:24][CH:25]=[CH:26][C:21]=2[CH2:20][CH2:19][C:18]2[CH:27]=[CH:28][CH:29]=[CH:30][C:17]1=2)=[C:14]=[O:15].N1C=CC=CC=1. Product: [Cl:1][C:2]1[CH:3]=[C:4]([C:10]([OH:12])=[O:11])[CH:5]=[N:6][C:7]=1[NH:8][NH:9][C:14]([NH:13][CH:16]1[C:17]2[CH:30]=[CH:29][CH:28]=[CH:27][C:18]=2[CH2:19][CH2:20][C:21]2[CH:26]=[CH:25][CH:24]=[CH:23][C:22]1=2)=[O:15]. The catalyst class is: 44.